Dataset: Full USPTO retrosynthesis dataset with 1.9M reactions from patents (1976-2016). Task: Predict the reactants needed to synthesize the given product. (1) Given the product [Br:25][C:13]1[N:10]2[C:11]3[N:12]=[C:3]([O:2][CH3:1])[CH:4]=[CH:5][C:6]=3[N:7]=[C:8]([CH3:17])[C:9]2=[C:15]([CH3:16])[N:14]=1, predict the reactants needed to synthesize it. The reactants are: [CH3:1][O:2][C:3]1[CH:4]=[CH:5][C:6]2[N:7]=[C:8]([CH3:17])[C:9]3[N:10]([CH:13]=[N:14][C:15]=3[CH3:16])[C:11]=2[N:12]=1.C1C(=O)N([Br:25])C(=O)C1. (2) Given the product [Cl:1][C:2]1[N+:3]([O-:10])=[CH:4][C:5]([CH2:8][N:13]([CH2:14][CH3:15])[CH2:11][CH3:12])=[CH:6][CH:7]=1, predict the reactants needed to synthesize it. The reactants are: [Cl:1][C:2]1[CH:7]=[CH:6][C:5]([CH2:8]Cl)=[CH:4][N+:3]=1[O-:10].[CH2:11]([NH:13][CH2:14][CH3:15])[CH3:12].C(=O)([O-])[O-].[K+].[K+]. (3) The reactants are: [CH3:1][C:2]1([CH3:39])[S:7](=[O:9])(=[O:8])[C@@H:6]2[CH2:10][C@H:11]([CH3:22])[O:12][C:13]3[CH:18]=[CH:17][C:16]([N+:19]([O-])=O)=[CH:15][C:14]=3[C@@:5]2([CH3:23])[N:4]=[C:3]1[N:24]([C:32]([O:34][C:35]([CH3:38])([CH3:37])[CH3:36])=[O:33])[C:25](=[O:31])[O:26][C:27]([CH3:30])([CH3:29])[CH3:28].CO. Given the product [NH2:19][C:16]1[CH:17]=[CH:18][C:13]2[O:12][C@@H:11]([CH3:22])[CH2:10][C@H:6]3[S:7](=[O:8])(=[O:9])[C:2]([CH3:39])([CH3:1])[C:3]([N:24]([C:25]([O:26][C:27]([CH3:28])([CH3:29])[CH3:30])=[O:31])[C:32](=[O:33])[O:34][C:35]([CH3:36])([CH3:37])[CH3:38])=[N:4][C@:5]3([CH3:23])[C:14]=2[CH:15]=1, predict the reactants needed to synthesize it. (4) Given the product [Cl:27][C:25]1[CH:26]=[C:2]([CH:3]=[C:4]([O:5][C:6]2[C:7](=[O:23])[N:8]([CH2:13][C:14]3[C:22]4[C:17](=[N:18][CH:19]=[CH:20][CH:21]=4)[NH:16][N:15]=3)[CH:9]=[CH:10][C:11]=2[CH3:12])[CH:24]=1)[C:28]#[N:29], predict the reactants needed to synthesize it. The reactants are: Br[C:2]1[CH:3]=[C:4]([CH:24]=[C:25]([Cl:27])[CH:26]=1)[O:5][C:6]1[C:7](=[O:23])[N:8]([CH2:13][C:14]2[C:22]3[C:17](=[N:18][CH:19]=[CH:20][CH:21]=3)[NH:16][N:15]=2)[CH:9]=[CH:10][C:11]=1[CH3:12].[CH3:28][N:29](C=O)C. (5) Given the product [Br:24][CH:25]([CH2:29][CH2:30][Br:31])[C:26]([NH:16][CH:13]1[CH2:12][CH2:11][N:10]([C:8]2[S:7][N:6]=[C:5]([CH:2]([CH3:4])[CH3:3])[N:9]=2)[CH2:15][CH2:14]1)=[O:27], predict the reactants needed to synthesize it. The reactants are: Cl.[CH:2]([C:5]1[N:9]=[C:8]([N:10]2[CH2:15][CH2:14][CH:13]([NH2:16])[CH2:12][CH2:11]2)[S:7][N:6]=1)([CH3:4])[CH3:3].C(N(CC)CC)C.[Br:24][CH:25]([CH2:29][CH2:30][Br:31])[C:26](Cl)=[O:27]. (6) Given the product [Cl:40][C:37]1[CH:38]=[C:39]2[C:34](=[CH:35][CH:36]=1)[N:33]([C:2]1[CH:7]=[C:6]([C:15]3[CH:20]=[CH:19][CH:18]=[CH:17][CH:16]=3)[N:5]=[C:4]([C:9]3[CH:14]=[CH:13][CH:12]=[CH:11][CH:10]=3)[N:3]=1)[CH:32]=[C:31]2[C:29](=[O:30])[CH2:28][CH2:27][C:26]([OH:25])=[O:41], predict the reactants needed to synthesize it. The reactants are: Cl[C:2]1[CH:7]=[C:6](Cl)[N:5]=[C:4]([C:9]2[CH:14]=[CH:13][CH:12]=[CH:11][CH:10]=2)[N:3]=1.[C:15]1(B(O)O)[CH:20]=[CH:19][CH:18]=[CH:17][CH:16]=1.C[O:25][C:26](=[O:41])[CH2:27][CH2:28][C:29]([C:31]1[C:39]2[C:34](=[CH:35][CH:36]=[C:37]([Cl:40])[CH:38]=2)[NH:33][CH:32]=1)=[O:30]. (7) Given the product [C:17]([O:16][C:13](=[O:15])[CH2:14][C:23]1([OH:29])[CH:24]2[CH2:27][CH2:28][N:21]([CH2:26][CH2:25]2)[CH2:22]1)([CH3:20])([CH3:19])[CH3:18], predict the reactants needed to synthesize it. The reactants are: C(NC(C)C)(C)C.C([Li])CCC.[C:13]([O:16][C:17]([CH3:20])([CH3:19])[CH3:18])(=[O:15])[CH3:14].[N:21]12[CH2:28][CH2:27][CH:24]([CH2:25][CH2:26]1)[C:23](=[O:29])[CH2:22]2. (8) Given the product [N:11]([C:9]1[S:10][C:6]([C:4]([OH:5])=[O:3])=[C:7]([C:14]2[CH:19]=[CH:18][C:17]([C:20]([F:23])([F:21])[F:22])=[CH:16][CH:15]=2)[N:8]=1)=[N+:12]=[N-:13], predict the reactants needed to synthesize it. The reactants are: C([O:3][C:4]([C:6]1[S:10][C:9]([N:11]=[N+:12]=[N-:13])=[N:8][C:7]=1[C:14]1[CH:19]=[CH:18][C:17]([C:20]([F:23])([F:22])[F:21])=[CH:16][CH:15]=1)=[O:5])C.O1CCCC1.O.[OH-].[Li+]. (9) The reactants are: [CH3:1][N:2]([CH3:10])[C@H:3]1[CH2:8][CH2:7][C@H:6]([NH2:9])[CH2:5][CH2:4]1.Cl[C:12]1[C:13]2[C:20]([F:21])=[CH:19][NH:18][C:14]=2[N:15]=[CH:16][N:17]=1. Given the product [F:21][C:20]1[C:13]2[C:12]([NH:9][C@H:6]3[CH2:7][CH2:8][C@H:3]([N:2]([CH3:10])[CH3:1])[CH2:4][CH2:5]3)=[N:17][CH:16]=[N:15][C:14]=2[NH:18][CH:19]=1, predict the reactants needed to synthesize it. (10) The reactants are: S(=O)(=O)(O)O.[O:6]=[CH:7][C@@H:8]([C@@H:10]([C@@H:12]([CH2:14][OH:15])[OH:13])[OH:11])[OH:9].C(=O)([O-])[O-].[Na+].[Na+].[CH3:22][C:23]([CH3:25])=O. Given the product [CH3:22][C:23]1([CH3:25])[O:9][C@@H:8]2[C@@H:10]([C@@H:12]([CH2:14][OH:15])[O:13][CH:7]2[OH:6])[O:11]1, predict the reactants needed to synthesize it.